This data is from Forward reaction prediction with 1.9M reactions from USPTO patents (1976-2016). The task is: Predict the product of the given reaction. (1) The product is: [CH3:1][C:2]1[N:3]([CH:14]2[CH2:19][CH2:18][O:17][CH2:16][CH2:15]2)[C:4]([C:7]2[CH:12]=[CH:11][N:10]=[C:9]([NH:13][C:21]3[CH:26]=[CH:25][C:24]([S:27]([N:30]4[CH2:31][CH2:32][CH2:33][CH2:34]4)(=[O:29])=[O:28])=[CH:23][CH:22]=3)[N:8]=2)=[CH:5][N:6]=1. Given the reactants [CH3:1][C:2]1[N:3]([CH:14]2[CH2:19][CH2:18][O:17][CH2:16][CH2:15]2)[C:4]([C:7]2[CH:12]=[CH:11][N:10]=[C:9]([NH2:13])[N:8]=2)=[CH:5][N:6]=1.Br[C:21]1[CH:26]=[CH:25][C:24]([S:27]([N:30]2[CH2:34][CH2:33][CH2:32][CH2:31]2)(=[O:29])=[O:28])=[CH:23][CH:22]=1.C([O-])([O-])=O.[Cs+].[Cs+].CC(C1C=C(C(C)C)C(C2C=CC=CC=2P(C2CCCCC2)C2CCCCC2)=C(C(C)C)C=1)C, predict the reaction product. (2) Given the reactants [F:1][C:2]([F:21])([F:20])[C:3]1[CH:4]=[C:5]([C:13]2([C:16]([O:18]C)=[O:17])[CH2:15][CH2:14]2)[CH:6]=[C:7]([C:9]([F:12])([F:11])[F:10])[CH:8]=1.[OH-].[Na+].Cl, predict the reaction product. The product is: [F:1][C:2]([F:20])([F:21])[C:3]1[CH:4]=[C:5]([C:13]2([C:16]([OH:18])=[O:17])[CH2:15][CH2:14]2)[CH:6]=[C:7]([C:9]([F:11])([F:12])[F:10])[CH:8]=1. (3) The product is: [NH2:1][C:2]1[CH:3]=[C:4]([CH:8]=[C:9]([C:13]#[C:12][Si:14]([CH:15]([CH3:17])[CH3:16])([CH:21]([CH3:23])[CH3:22])[CH:18]([CH3:20])[CH3:19])[CH:10]=1)[C:5]([OH:7])=[O:6]. Given the reactants [NH2:1][C:2]1[CH:3]=[C:4]([CH:8]=[C:9](Br)[CH:10]=1)[C:5]([OH:7])=[O:6].[C:12]([Si:14]([CH:21]([CH3:23])[CH3:22])([CH:18]([CH3:20])[CH3:19])[CH:15]([CH3:17])[CH3:16])#[CH:13], predict the reaction product.